Dataset: Forward reaction prediction with 1.9M reactions from USPTO patents (1976-2016). Task: Predict the product of the given reaction. (1) Given the reactants [O:1]=[C:2]1[C:7]2[CH:8]=[CH:9][CH:10]=[CH:11][C:6]=2[S:5][C:4]([C:12]2[N:17]=[CH:16][C:15]([CH2:18][CH2:19][CH2:20][O:21][CH2:22][CH2:23][C:24]([O:26]C(C)(C)C)=[O:25])=[CH:14][CH:13]=2)=[N:3]1.FC(F)(F)C(O)=O, predict the reaction product. The product is: [O:1]=[C:2]1[C:7]2[CH:8]=[CH:9][CH:10]=[CH:11][C:6]=2[S:5][C:4]([C:12]2[N:17]=[CH:16][C:15]([CH2:18][CH2:19][CH2:20][O:21][CH2:22][CH2:23][C:24]([OH:26])=[O:25])=[CH:14][CH:13]=2)=[N:3]1. (2) Given the reactants [C:1](Cl)([C:18]1[CH:23]=[CH:22][CH:21]=[CH:20][CH:19]=1)([C:10]1[CH:17]=[CH:16][C:13]([O:14][CH3:15])=[CH:12][CH:11]=1)[C:2]1[CH:9]=[CH:8][C:5]([O:6][CH3:7])=[CH:4][CH:3]=1.[C:25]([NH:28][C:29]1[CH:34]=[CH:33][N:32]([CH2:35][C@H:36]([C@H:39]([OH:41])[CH3:40])[CH2:37][OH:38])[C:31](=[O:42])[N:30]=1)(=[O:27])[CH3:26], predict the reaction product. The product is: [CH3:7][O:6][C:5]1[CH:8]=[CH:9][C:2]([C:1]([C:10]2[CH:17]=[CH:16][C:13]([O:14][CH3:15])=[CH:12][CH:11]=2)([C:18]2[CH:23]=[CH:22][CH:21]=[CH:20][CH:19]=2)[O:38][CH2:37][C@H:36]([CH2:35][N:32]2[CH:33]=[CH:34][C:29]([NH:28][C:25](=[O:27])[CH3:26])=[N:30][C:31]2=[O:42])[C@H:39]([OH:41])[CH3:40])=[CH:3][CH:4]=1.